Dataset: Reaction yield outcomes from USPTO patents with 853,638 reactions. Task: Predict the reaction yield, written as a fraction of the theoretical maximum amount of product (1.0 means a 100% yield; for example, 0.34 means a 34% yield). (1) The reactants are [N+:1]([C:4]1[CH:5]=[C:6]2[C:10](=[CH:11][CH:12]=1)[NH:9][C:8](=[O:13])[CH2:7]2)([O-])=O. The catalyst is CO.[Pd]. The product is [NH2:1][C:4]1[CH:5]=[C:6]2[C:10](=[CH:11][CH:12]=1)[NH:9][C:8](=[O:13])[CH2:7]2. The yield is 0.600. (2) No catalyst specified. The reactants are [CH2:1]([O:8][C:9]1[CH:14]=[CH:13][C:12]([N:15]2[CH2:20][CH2:19][N:18](C(OC(C)(C)C)=O)[CH2:17][C:16]2=[O:28])=[CH:11][CH:10]=1)[CH2:2][CH2:3][CH2:4][CH2:5][CH2:6][CH3:7].Cl.O1CCOCC1. The product is [CH2:1]([O:8][C:9]1[CH:14]=[CH:13][C:12]([N:15]2[CH2:20][CH2:19][NH:18][CH2:17][C:16]2=[O:28])=[CH:11][CH:10]=1)[CH2:2][CH2:3][CH2:4][CH2:5][CH2:6][CH3:7]. The yield is 0.800. (3) The reactants are Cl.Cl.[NH:3]1[CH2:6][CH:5]([C:7]2[C:8]([O:28][CH3:29])=[C:9]([CH:15]([N:17]3[C:21]4=[N:22][CH:23]=[N:24][C:25]([NH2:26])=[C:20]4[C:19]([CH3:27])=[N:18]3)[CH3:16])[CH:10]=[C:11]([Cl:14])[C:12]=2[CH3:13])[CH2:4]1.[OH:30][C@@H:31]([CH3:35])[C:32](O)=[O:33].C(N(CC)CC)C.F[P-](F)(F)(F)(F)F.C[N+](C)=C(N(C)C)ON1C2N=CC=CC=2N=N1. The catalyst is CN(C)C=O.CO. The product is [NH2:26][C:25]1[N:24]=[CH:23][N:22]=[C:21]2[N:17]([CH:15]([C:9]3[C:8]([O:28][CH3:29])=[C:7]([CH:5]4[CH2:4][N:3]([C:32](=[O:33])[C@@H:31]([OH:30])[CH3:35])[CH2:6]4)[C:12]([CH3:13])=[C:11]([Cl:14])[CH:10]=3)[CH3:16])[N:18]=[C:19]([CH3:27])[C:20]=12. The yield is 0.200. (4) The catalyst is C(Cl)Cl. The product is [CH2:18]([O:17][C:15](=[O:16])[CH2:14][CH2:13][O:12][CH2:11][CH:10]([NH:20][C:35](=[O:36])[CH2:34][CH2:33][NH:32][C:22]([O:24][CH2:25][C:26]1[CH:27]=[CH:28][CH:29]=[CH:30][CH:31]=1)=[O:23])[CH2:9][O:8][CH2:7][CH2:6][C:5]([O:4][CH2:2][CH3:3])=[O:21])[CH3:19]. The reactants are Cl.[CH2:2]([O:4][C:5](=[O:21])[CH2:6][CH2:7][O:8][CH2:9][CH:10]([NH2:20])[CH2:11][O:12][CH2:13][CH2:14][C:15]([O:17][CH2:18][CH3:19])=[O:16])[CH3:3].[C:22]([NH:32][CH2:33][CH2:34][C:35](O)=[O:36])([O:24][CH2:25][C:26]1[CH:31]=[CH:30][CH:29]=[CH:28][CH:27]=1)=[O:23].C(N=C=NCCCN(C)C)C.CCN(CC)CC. The yield is 0.920. (5) The reactants are [CH:1]1([C:7]2[C:8]3[S:22][C:21]([C:23]([O:25][CH2:26][CH3:27])=[O:24])=[CH:20][C:9]=3[N:10]([CH3:19])[C:11]=2[C:12]2[CH:17]=[CH:16][C:15]([OH:18])=[CH:14][CH:13]=2)[CH2:6][CH2:5][CH2:4][CH2:3][CH2:2]1.Cl[CH2:29][C:30]1[CH:31]=[C:32]([N:42]([CH3:46])[C:43](=[O:45])[CH3:44])[CH:33]=[CH:34][C:35]=1[N:36]1[CH2:41][CH2:40][O:39][CH2:38][CH2:37]1.C(=O)([O-])[O-].[K+].[K+].C(OCC)(=O)C. The catalyst is CN(C)C=O. The product is [C:43]([N:42]([C:32]1[CH:33]=[CH:34][C:35]([N:36]2[CH2:41][CH2:40][O:39][CH2:38][CH2:37]2)=[C:30]([CH:31]=1)[CH2:29][O:18][C:15]1[CH:16]=[CH:17][C:12]([C:11]2[N:10]([CH3:19])[C:9]3[CH:20]=[C:21]([C:23]([O:25][CH2:26][CH3:27])=[O:24])[S:22][C:8]=3[C:7]=2[CH:1]2[CH2:2][CH2:3][CH2:4][CH2:5][CH2:6]2)=[CH:13][CH:14]=1)[CH3:46])(=[O:45])[CH3:44]. The yield is 0.550.